From a dataset of Catalyst prediction with 721,799 reactions and 888 catalyst types from USPTO. Predict which catalyst facilitates the given reaction. Reactant: Cl.[NH2:2][OH:3].[CH3:4][O:5][CH2:6][O:7][C:8]1[CH:13]=[CH:12][C:11]([C:14](=O)[CH2:15][CH2:16][CH3:17])=[CH:10][CH:9]=1.N1C=CC=CC=1. Product: [CH3:4][O:5][CH2:6][O:7][C:8]1[CH:13]=[CH:12][C:11]([C:14](=[N:2][OH:3])[CH2:15][CH2:16][CH3:17])=[CH:10][CH:9]=1. The catalyst class is: 8.